This data is from Full USPTO retrosynthesis dataset with 1.9M reactions from patents (1976-2016). The task is: Predict the reactants needed to synthesize the given product. Given the product [CH2:13]([O:15][C:16](=[O:37])/[CH:17]=[CH:7]/[C:6]1[CH:9]=[C:2]([F:1])[CH:3]=[CH:4][C:5]=1[N+:10]([O-:12])=[O:11])[CH3:14], predict the reactants needed to synthesize it. The reactants are: [F:1][C:2]1[CH:3]=[CH:4][C:5]([N+:10]([O-:12])=[O:11])=[C:6]([CH:9]=1)[CH:7]=O.[CH2:13]([O:15][C:16](=[O:37])[CH:17]=P(C1C=CC=CC=1)(C1C=CC=CC=1)C1C=CC=CC=1)[CH3:14].